This data is from Full USPTO retrosynthesis dataset with 1.9M reactions from patents (1976-2016). The task is: Predict the reactants needed to synthesize the given product. Given the product [F:1][CH2:2][C:3]([CH3:10])([CH3:9])[C:4](=[O:8])[C:5]([O:7][CH2:12][CH3:13])=[O:6], predict the reactants needed to synthesize it. The reactants are: [F:1][CH2:2][C:3]([CH3:10])([CH3:9])[C:4](=[O:8])[C:5]([OH:7])=[O:6].I[CH2:12][CH3:13].C([O-])([O-])=O.[K+].[K+].